This data is from Forward reaction prediction with 1.9M reactions from USPTO patents (1976-2016). The task is: Predict the product of the given reaction. Given the reactants [Cl:1][C:2]1[N:6]([CH2:7][C:8]([OH:10])=O)[N:5]=[C:4]([C:11]([F:14])([F:13])[F:12])[CH:3]=1.C(Cl)(=O)C(Cl)=O.Cl.[CH3:22][N:23]([C@H:37]1[C:46]2[C:41](=[CH:42][CH:43]=[CH:44][CH:45]=2)[CH2:40][CH2:39][CH2:38]1)[C:24]([C:26]1[N:27]=[C:28]([CH:31]2[CH2:36][CH2:35][NH:34][CH2:33][CH2:32]2)[S:29][CH:30]=1)=[O:25].C(N(CC)CC)C.C(=O)([O-])[O-].[K+].[K+], predict the reaction product. The product is: [Cl:1][C:2]1[N:6]([CH2:7][C:8]([N:34]2[CH2:35][CH2:36][CH:31]([C:28]3[S:29][CH:30]=[C:26]([C:24]([N:23]([CH3:22])[C@H:37]4[C:46]5[C:41](=[CH:42][CH:43]=[CH:44][CH:45]=5)[CH2:40][CH2:39][CH2:38]4)=[O:25])[N:27]=3)[CH2:32][CH2:33]2)=[O:10])[N:5]=[C:4]([C:11]([F:14])([F:13])[F:12])[CH:3]=1.